This data is from Forward reaction prediction with 1.9M reactions from USPTO patents (1976-2016). The task is: Predict the product of the given reaction. (1) Given the reactants O=[C:2]1[C:11]2[C:6](=[CH:7][CH:8]=[CH:9][CH:10]=2)[CH:5]=[C:4]([C:12]([O:14][CH2:15][CH3:16])=[O:13])[NH:3]1.C(=O)([O-])O.[Na+].P(Cl)(Cl)([Cl:24])=O, predict the reaction product. The product is: [Cl:24][C:2]1[C:11]2[C:6](=[CH:7][CH:8]=[CH:9][CH:10]=2)[CH:5]=[C:4]([C:12]([O:14][CH2:15][CH3:16])=[O:13])[N:3]=1. (2) Given the reactants [Cl:1][C:2]1[CH:3]=[C:4]([CH2:9][OH:10])[CH:5]=[C:6]([Cl:8])[CH:7]=1.C1N=CN([C:16](N2C=NC=C2)=[O:17])C=1.C(N(CC)CC)C.[N:30]1[N:34]2[CH2:35][CH2:36][CH2:37][NH:38][CH2:39][C:33]2=[CH:32][C:31]=1[C:40]([O:42][CH2:43][CH3:44])=[O:41], predict the reaction product. The product is: [N:30]1[N:34]2[CH2:35][CH2:36][CH2:37][N:38]([C:16]([O:10][CH2:9][C:4]3[CH:3]=[C:2]([Cl:1])[CH:7]=[C:6]([Cl:8])[CH:5]=3)=[O:17])[CH2:39][C:33]2=[CH:32][C:31]=1[C:40]([O:42][CH2:43][CH3:44])=[O:41]. (3) The product is: [Cl:1][C:2]1[C:3]2[CH2:4][CH:5]([CH3:14])[N:6]3[CH:7]([C:8]=2[CH:9]=[CH:10][C:11]=1[O:12][CH3:13])[CH2:26][C:25](=[O:27])[C:19]([C:20]([O:22][CH2:23][CH3:24])=[O:21])=[CH:18]3. Given the reactants [Cl:1][C:2]1[C:11]([O:12][CH3:13])=[CH:10][CH:9]=[C:8]2[C:3]=1[CH2:4][CH:5]([CH3:14])[N:6]=[CH:7]2.C(O[CH:18]=[C:19]([C:25](=[O:27])[CH3:26])[C:20]([O:22][CH2:23][CH3:24])=[O:21])C, predict the reaction product. (4) Given the reactants CC(OI1(OC(C)=O)(OC(C)=O)OC(=O)C2C=CC=CC1=2)=O.[Cl:23][C:24]1[CH:29]=[CH:28][C:27]([C:30]2[CH:35]=[N:34][N:33]3[C:36](=[O:46])[N:37]([CH2:39][CH:40]([OH:45])[CH2:41][O:42][CH2:43][CH3:44])[N:38]=[C:32]3[C:31]=2[C:47]2[CH:52]=[CH:51][C:50]([Cl:53])=[CH:49][CH:48]=2)=[CH:26][CH:25]=1, predict the reaction product. The product is: [Cl:23][C:24]1[CH:25]=[CH:26][C:27]([C:30]2[CH:35]=[N:34][N:33]3[C:36](=[O:46])[N:37]([CH2:39][C:40](=[O:45])[CH2:41][O:42][CH2:43][CH3:44])[N:38]=[C:32]3[C:31]=2[C:47]2[CH:48]=[CH:49][C:50]([Cl:53])=[CH:51][CH:52]=2)=[CH:28][CH:29]=1. (5) Given the reactants [Br:1][C:2]1[N:7]=[C:6]([N:8](C(OC(C)(C)C)=O)[C:9]([O:11][C:12]([CH3:15])([CH3:14])[CH3:13])=[O:10])[C:5]([O:23][CH3:24])=[CH:4][CH:3]=1.C([O-])([O-])=O.[K+].[K+], predict the reaction product. The product is: [Br:1][C:2]1[N:7]=[C:6]([NH:8][C:9](=[O:10])[O:11][C:12]([CH3:13])([CH3:14])[CH3:15])[C:5]([O:23][CH3:24])=[CH:4][CH:3]=1. (6) Given the reactants [N+:1]([C:4]1[CH:9]=[CH:8][C:7]([C:10]2[NH:14][C:13]([C:15]3[CH:20]=[CH:19][C:18]([NH2:21])=[CH:17][CH:16]=3)=[CH:12][N:11]=2)=[CH:6][CH:5]=1)([O-:3])=[O:2].[CH:22]1([C:28](Cl)=[O:29])[CH2:27][CH2:26][CH2:25][CH2:24][CH2:23]1, predict the reaction product. The product is: [N+:1]([C:4]1[CH:5]=[CH:6][C:7]([C:10]2[NH:14][C:13]([C:15]3[CH:20]=[CH:19][C:18]([NH:21][C:28]([CH:22]4[CH2:27][CH2:26][CH2:25][CH2:24][CH2:23]4)=[O:29])=[CH:17][CH:16]=3)=[CH:12][N:11]=2)=[CH:8][CH:9]=1)([O-:3])=[O:2]. (7) The product is: [C:27]([C:31]1[CH:32]=[C:33]2[C:38](=[CH:39][CH:40]=1)[C:37](=[O:41])[N:36]([C:42]1[CH:52]=[CH:51][CH:50]=[C:49]([C:2]3[CH:3]=[C:4]([NH:10][C:11]4[N:16]=[CH:15][C:14]([CH:17]5[CH2:22][CH2:21][N:20]([CH:23]6[CH2:26][O:25][CH2:24]6)[CH2:19][CH2:18]5)=[CH:13][CH:12]=4)[C:5](=[O:9])[N:6]([CH3:8])[N:7]=3)[C:43]=1[CH2:44][OH:45])[N:35]=[CH:34]2)([CH3:30])([CH3:28])[CH3:29]. Given the reactants Cl[C:2]1[CH:3]=[C:4]([NH:10][C:11]2[N:16]=[CH:15][C:14]([CH:17]3[CH2:22][CH2:21][N:20]([CH:23]4[CH2:26][O:25][CH2:24]4)[CH2:19][CH2:18]3)=[CH:13][CH:12]=2)[C:5](=[O:9])[N:6]([CH3:8])[N:7]=1.[C:27]([C:31]1[CH:32]=[C:33]2[C:38](=[CH:39][CH:40]=1)[C:37](=[O:41])[N:36]([C:42]1[CH:52]=[CH:51][CH:50]=[C:49](B3OC(C)(C)C(C)(C)O3)[C:43]=1[CH2:44][O:45]C(=O)C)[N:35]=[CH:34]2)([CH3:30])([CH3:29])[CH3:28].[O-]P([O-])([O-])=O.[K+].[K+].[K+].CC(C1C=C(C(C)C)C(C2C=CC=CC=2P(C2CCCCC2)C2CCCCC2)=C(C(C)C)C=1)C.C([O-])(=O)C.[OH-].[Na+], predict the reaction product.